From a dataset of KCNQ2 potassium channel screen with 302,405 compounds. Binary Classification. Given a drug SMILES string, predict its activity (active/inactive) in a high-throughput screening assay against a specified biological target. (1) The drug is S(c1nn2c(cc(nc2n1)C)C)CC(OCC)=O. The result is 0 (inactive). (2) The molecule is S1(=O)(=O)CC(N(c2c(OC)cc(OC)cc2)C(=O)c2cc3c(oc2=O)cccc3)C=C1. The result is 0 (inactive). (3) The molecule is S(CC(=O)N1CCOCC1)c1n(c(nn1)CC(=O)Nc1c(cc(cc1)C)C)CC=C. The result is 0 (inactive). (4) The molecule is Clc1ccc(n2nc(c(=O)c(c2NC(=O)C(C)C)c2ccccc2)C)cc1. The result is 0 (inactive). (5) The compound is o1c(/C=N\N2CCN(CC2)Cc2c3c(ccc2)cccc3)ccc1C. The result is 0 (inactive).